From a dataset of Reaction yield outcomes from USPTO patents with 853,638 reactions. Predict the reaction yield, written as a fraction of the theoretical maximum amount of product (1.0 means a 100% yield; for example, 0.34 means a 34% yield). (1) The reactants are [NH2:1][CH:2]([CH2:5][OH:6])[CH2:3][OH:4].[Cl:7][C:8]1[S:12][C:11]([S:13](Cl)(=[O:15])=[O:14])=[CH:10][CH:9]=1.C(N(CC)CC)C. The catalyst is C1COCC1. The product is [OH:4][CH2:3][CH:2]([NH:1][S:13]([C:11]1[S:12][C:8]([Cl:7])=[CH:9][CH:10]=1)(=[O:15])=[O:14])[CH2:5][OH:6]. The yield is 0.770. (2) The yield is 0.640. The reactants are [CH2:1]([C:3]1[CH:10]=[C:9]([O:11]C)[CH:8]=[C:7]([CH2:13][CH3:14])[C:4]=1[CH:5]=[O:6])[CH3:2].B(Br)(Br)Br. The product is [CH2:13]([C:7]1[CH:8]=[C:9]([OH:11])[CH:10]=[C:3]([CH2:1][CH3:2])[C:4]=1[CH:5]=[O:6])[CH3:14]. The catalyst is ClCCl. (3) The reactants are C([C:3]1[CH:4]=[C:5]([CH:25]=[CH:26][C:27]=1[B:28]1[O:32]C(C)(C)[C:30](C)(C)[O:29]1)[O:6][C:7]1[CH:14]=[C:13]([O:15][CH2:16][CH2:17][O:18][CH:19]2[CH2:24][CH2:23][CH2:22][CH2:21][O:20]2)[C:10]([C:11]#[N:12])=[CH:9][N:8]=1)=O.[BH4-].[Na+].OS([O-])(=O)=O.[Na+]. The catalyst is CO. The product is [OH:32][B:28]1[C:27]2[CH:26]=[CH:25][C:5]([O:6][C:7]3[CH:14]=[C:13]([O:15][CH2:16][CH2:17][O:18][CH:19]4[CH2:24][CH2:23][CH2:22][CH2:21][O:20]4)[C:10]([C:11]#[N:12])=[CH:9][N:8]=3)=[CH:4][C:3]=2[CH2:30][O:29]1. The yield is 0.250.